Binary Classification. Given a drug SMILES string, predict its activity (active/inactive) in a high-throughput screening assay against a specified biological target. From a dataset of M1 muscarinic receptor antagonist screen with 61,756 compounds. The molecule is O=C1C=C(N2CCN(CC2)C=2CCCC(=O)C2)CCC1. The result is 0 (inactive).